From a dataset of Reaction yield outcomes from USPTO patents with 853,638 reactions. Predict the reaction yield, written as a fraction of the theoretical maximum amount of product (1.0 means a 100% yield; for example, 0.34 means a 34% yield). (1) The reactants are [NH:1]1[CH:5]=[CH:4][N:3]=[C:2]1[C:6]1[CH:11]=[CH:10][C:9]([CH2:12]O)=[CH:8][CH:7]=1.[C:14]([NH2:25])(=[O:24])[C:15]1[C:16](=[CH:20][CH:21]=[CH:22][CH:23]=1)[C:17](N)=[O:18].C1(P(C2C=CC=CC=2)C2C=CC=CC=2)C=CC=CC=1.CC(OC(/N=N/C(OC(C)C)=O)=O)C. The catalyst is C1COCC1. The product is [NH:3]1[CH:4]=[CH:5][N:1]=[C:2]1[C:6]1[CH:7]=[CH:8][C:9]([CH2:12][N:25]2[C:14](=[O:24])[C:15]3[C:16](=[CH:20][CH:21]=[CH:22][CH:23]=3)[C:17]2=[O:18])=[CH:10][CH:11]=1. The yield is 0.400. (2) The reactants are [F:1][C:2]([F:12])([F:11])[O:3][C:4]1[CH:9]=[CH:8][C:7]([SH:10])=[CH:6][CH:5]=1.Br[CH:14]1[CH2:18][CH2:17][N:16]([C:19]2[CH:24]=[CH:23][C:22]([O:25][CH2:26][C:27]([OH:30])([CH3:29])[CH3:28])=[C:21]([O:31][CH3:32])[CH:20]=2)[C:15]1=[O:33].[OH-].[K+].NC1C=CC(OCC(C)(O)C)=C(OC)C=1.CCN(CC)CC.BrC(CCBr)C(Cl)=O. The catalyst is O.C(Cl)Cl. The product is [OH:30][C:27]([CH3:29])([CH3:28])[CH2:26][O:25][C:22]1[CH:23]=[CH:24][C:19]([N:16]2[CH2:17][CH2:18][CH:14]([S:10][C:7]3[CH:6]=[CH:5][C:4]([O:3][C:2]([F:1])([F:11])[F:12])=[CH:9][CH:8]=3)[C:15]2=[O:33])=[CH:20][C:21]=1[O:31][CH3:32]. The yield is 0.530. (3) The catalyst is C(Cl)Cl.O. The reactants are [F:1][C:2]1[CH:7]=[CH:6][CH:5]=[C:4]([F:8])[C:3]=1[N:9]1[C:14]2[N:15]=[C:16]([NH:28][CH2:29][CH2:30][N:31]([CH3:33])[CH3:32])[N:17]=[C:18]([C:19]3[CH:20]=[C:21]([CH:25]=[CH:26][CH:27]=3)[C:22]([OH:24])=O)[C:13]=2[CH2:12][NH:11][C:10]1=[O:34].CN.[CH3:37][N:38](C(ON1N=NC2C=CC=NC1=2)=[N+](C)C)C.F[P-](F)(F)(F)(F)F.C(N(C(C)C)CC)(C)C. The yield is 0.650. The product is [F:1][C:2]1[CH:7]=[CH:6][CH:5]=[C:4]([F:8])[C:3]=1[N:9]1[C:14]2[N:15]=[C:16]([NH:28][CH2:29][CH2:30][N:31]([CH3:33])[CH3:32])[N:17]=[C:18]([C:19]3[CH:20]=[C:21]([CH:25]=[CH:26][CH:27]=3)[C:22]([NH:38][CH3:37])=[O:24])[C:13]=2[CH2:12][NH:11][C:10]1=[O:34]. (4) The reactants are [NH2:1][C:2]1[C:7]([F:8])=[CH:6][N:5]=[C:4]([O:9][CH2:10][C:11]2[CH:12]=[C:13]([CH:16]=[CH:17][CH:18]=2)[C:14]#[N:15])[N:3]=1.[F:19][C:20]1[CH:29]=[CH:28][CH:27]=[CH:26][C:21]=1[CH2:22][N:23]=[C:24]=[O:25].[Li+].C[Si]([N-][Si](C)(C)C)(C)C.[NH4+].[Cl-]. The catalyst is CN(C=O)C. The product is [C:14]([C:13]1[CH:12]=[C:11]([CH:18]=[CH:17][CH:16]=1)[CH2:10][O:9][C:4]1[N:3]=[C:2]([NH:1][C:24]([NH:23][CH2:22][C:21]2[CH:26]=[CH:27][CH:28]=[CH:29][C:20]=2[F:19])=[O:25])[C:7]([F:8])=[CH:6][N:5]=1)#[N:15]. The yield is 0.620. (5) The reactants are [CH3:1][O:2][C:3](=[O:12])[C:4]1[C:9](I)=[CH:8][CH:7]=[CH:6][C:5]=1[F:11].C([Mg]Cl)(C)C.C(O[B:22]1[O:26][C:25]([CH3:28])([CH3:27])[C:24]([CH3:30])([CH3:29])[O:23]1)(C)C.[NH4+].[Cl-]. The catalyst is C1COCC1. The product is [CH3:1][O:2][C:3](=[O:12])[C:4]1[C:9]([B:22]2[O:26][C:25]([CH3:28])([CH3:27])[C:24]([CH3:30])([CH3:29])[O:23]2)=[CH:8][CH:7]=[CH:6][C:5]=1[F:11]. The yield is 0.750.